This data is from Full USPTO retrosynthesis dataset with 1.9M reactions from patents (1976-2016). The task is: Predict the reactants needed to synthesize the given product. (1) Given the product [Cl:23][C:24]1[CH:31]=[CH:30][C:27]([CH2:28][NH:29][C:12]([C:6]2[C:5](=[O:14])[C:4]3[C:9](=[CH:10][CH:11]=[C:2]([C:18]#[C:19][CH2:20][OH:21])[CH:3]=3)[O:8][CH:7]=2)=[O:13])=[CH:26][CH:25]=1, predict the reactants needed to synthesize it. The reactants are: Br[C:2]1[CH:3]=[C:4]2[C:9](=[CH:10][CH:11]=1)[O:8][CH:7]=[C:6]([CH:12]=[O:13])[C:5]2=[O:14].BrN1[C:20](=[O:21])[CH2:19][CH2:18]C1=O.[Cl:23][C:24]1[CH:31]=[CH:30][C:27]([CH2:28][NH2:29])=[CH:26][CH:25]=1. (2) The reactants are: Cl[C:2]1[N:7]=[C:6]2[N:8]([CH:11]3[CH2:16][CH2:15][CH2:14][CH2:13][O:12]3)[N:9]=[CH:10][C:5]2=[C:4]([C:17]2[CH:18]=[C:19]([NH:23][C:24](=[O:27])[CH:25]=[CH2:26])[CH:20]=[CH:21][CH:22]=2)[N:3]=1.[F:28][C:29]1[CH:30]=[C:31]([CH:33]=[CH:34][C:35]=1[N:36]1[CH2:41][CH2:40][O:39][CH2:38][CH2:37]1)[NH2:32]. Given the product [F:28][C:29]1[CH:30]=[C:31]([NH:32][C:2]2[N:7]=[C:6]3[N:8]([CH:11]4[CH2:16][CH2:15][CH2:14][CH2:13][O:12]4)[N:9]=[CH:10][C:5]3=[C:4]([C:17]3[CH:18]=[C:19]([NH:23][C:24](=[O:27])[CH:25]=[CH2:26])[CH:20]=[CH:21][CH:22]=3)[N:3]=2)[CH:33]=[CH:34][C:35]=1[N:36]1[CH2:37][CH2:38][O:39][CH2:40][CH2:41]1, predict the reactants needed to synthesize it. (3) Given the product [CH3:1][C:4]1[CH:12]=[CH:11][C:7]([C:8]([OH:10])=[O:9])=[CH:6][C:5]=1[C:13](=[O:16])[CH2:14][CH3:15], predict the reactants needed to synthesize it. The reactants are: [CH:1]1([C:4]2[CH:12]=[CH:11][C:7]([C:8]([OH:10])=[O:9])=[CH:6][C:5]=2[C:13](=[O:16])[CH2:14][CH3:15])CC1.BrC1C=C(C=CC=1C)C(O)=O.BrC1C=C(C=CC=1C1CC1)C(O)=O. (4) Given the product [F:39][C:2]([F:1])([F:40])[C:3]1[CH:4]=[C:5]([C:6]([N:8]2[CH2:13][CH2:12][C@H:11]([N:14]3[CH2:19][CH2:18][NH:17][CH2:16][CH2:15]3)[C@H:10]([C:26]3[CH:31]=[CH:30][CH:29]=[CH:28][CH:27]=3)[CH2:9]2)=[O:7])[CH:32]=[C:33]([C:35]([F:36])([F:37])[F:38])[CH:34]=1, predict the reactants needed to synthesize it. The reactants are: [F:1][C:2]([F:40])([F:39])[C:3]1[CH:4]=[C:5]([CH:32]=[C:33]([C:35]([F:38])([F:37])[F:36])[CH:34]=1)[C:6]([N:8]1[CH2:13][CH2:12][C@H:11]([N:14]2[CH2:19][CH2:18][N:17](C(=O)C(F)(F)F)[CH2:16][CH2:15]2)[C@H:10]([C:26]2[CH:31]=[CH:30][CH:29]=[CH:28][CH:27]=2)[CH2:9]1)=[O:7].O.C(=O)([O-])[O-].[K+].[K+].